This data is from Forward reaction prediction with 1.9M reactions from USPTO patents (1976-2016). The task is: Predict the product of the given reaction. (1) Given the reactants [H-].[Na+].[C:3](#[N:7])[CH2:4][C:5]#[N:6].[CH2:8]([O:15][C:16]1[CH:24]=[CH:23][C:19]([C:20](Cl)=[O:21])=[CH:18][CH:17]=1)[C:9]1[CH:14]=[CH:13][CH:12]=[CH:11][CH:10]=1.Cl, predict the reaction product. The product is: [CH2:8]([O:15][C:16]1[CH:17]=[CH:18][C:19]([C:20]([CH:4]([C:3]#[N:7])[C:5]#[N:6])=[O:21])=[CH:23][CH:24]=1)[C:9]1[CH:10]=[CH:11][CH:12]=[CH:13][CH:14]=1. (2) Given the reactants Cl.[CH2:2]([O:9][C:10]1[CH:19]=[CH:18][CH:17]=[C:16]2[C:11]=1[CH2:12][CH2:13][CH2:14][CH:15]2[C:20]([N:22]([C:29]1[CH:30]=[N:31][C:32]([CH:35]([CH3:37])[CH3:36])=[CH:33][CH:34]=1)[CH2:23][C:24]1[CH:25]=[N:26][NH:27][CH:28]=1)=[O:21])[C:3]1[CH:8]=[CH:7][CH:6]=[CH:5][CH:4]=1.Cl[CH2:39][C:40]1[CH:41]=[CH:42][C:43]([O:46][CH2:47][CH3:48])=[N:44][CH:45]=1, predict the reaction product. The product is: [CH2:2]([O:9][C:10]1[CH:19]=[CH:18][CH:17]=[C:16]2[C:11]=1[CH2:12][CH2:13][CH2:14][CH:15]2[C:20]([N:22]([CH2:23][C:24]1[CH:25]=[N:26][N:27]([CH2:39][C:40]2[CH:45]=[N:44][C:43]([O:46][CH2:47][CH3:48])=[CH:42][CH:41]=2)[CH:28]=1)[C:29]1[CH:30]=[N:31][C:32]([CH:35]([CH3:37])[CH3:36])=[CH:33][CH:34]=1)=[O:21])[C:3]1[CH:8]=[CH:7][CH:6]=[CH:5][CH:4]=1. (3) Given the reactants C[O:2][C:3]([C:5]([CH3:52])([CH3:51])[CH2:6][O:7][C:8]([N:10]1[C:19]2[C:14](=[N:15][C:16]([O:20][CH3:21])=[CH:17][CH:18]=2)[C@@H:13]([NH:22][C:23]2[N:28]=[C:27]([CH2:29][C:30]3[CH:35]=[C:34]([C:36]([F:39])([F:38])[F:37])[CH:33]=[C:32]([C:40]([F:43])([F:42])[F:41])[CH:31]=3)[C:26]([O:44][CH2:45][CH2:46][O:47][CH3:48])=[CH:25][N:24]=2)[CH2:12][C@H:11]1[CH2:49][CH3:50])=[O:9])=[O:4].[OH-].[Na+].C(O)(=O)CC(CC(O)=O)(C(O)=O)O, predict the reaction product. The product is: [C:3]([C:5]([CH3:51])([CH3:52])[CH2:6][O:7][C:8]([N:10]1[C:19]2[C:14](=[N:15][C:16]([O:20][CH3:21])=[CH:17][CH:18]=2)[C@@H:13]([NH:22][C:23]2[N:28]=[C:27]([CH2:29][C:30]3[CH:35]=[C:34]([C:36]([F:37])([F:39])[F:38])[CH:33]=[C:32]([C:40]([F:41])([F:42])[F:43])[CH:31]=3)[C:26]([O:44][CH2:45][CH2:46][O:47][CH3:48])=[CH:25][N:24]=2)[CH2:12][C@H:11]1[CH2:49][CH3:50])=[O:9])([OH:4])=[O:2]. (4) Given the reactants [C:1]([O:5][C:6](=[O:47])[C@@H:7]([NH:14][C:15]([C:17]1[CH:22]=[CH:21][C:20]([C:23]2[CH:28]=[CH:27][CH:26]=[C:25]([NH:29]C(OCC3C4C=CC=CC=4C4C3=CC=CC=4)=O)[CH:24]=2)=[CH:19][CH:18]=1)=[O:16])[CH2:8][O:9][C:10]([CH3:13])([CH3:12])[CH3:11])([CH3:4])([CH3:3])[CH3:2].NCCN(CCN)CCN, predict the reaction product. The product is: [C:1]([O:5][C:6](=[O:47])[C@@H:7]([NH:14][C:15]([C:17]1[CH:18]=[CH:19][C:20]([C:23]2[CH:28]=[CH:27][CH:26]=[C:25]([NH2:29])[CH:24]=2)=[CH:21][CH:22]=1)=[O:16])[CH2:8][O:9][C:10]([CH3:13])([CH3:12])[CH3:11])([CH3:2])([CH3:3])[CH3:4]. (5) The product is: [N:8]1[C:9]2[C:14](=[CH:13][CH:12]=[CH:11][CH:10]=2)[C:5]([NH:4][CH2:3][CH2:2][O:1][C:13]2[CH:14]=[C:9]3[C:10]([CH:19]=[N:18][C:20](=[O:21])[NH:8]3)=[CH:11][CH:12]=2)=[CH:6][CH:7]=1. Given the reactants [OH:1][CH2:2][CH2:3][NH:4][C:5]1[C:14]2[C:9](=[CH:10][CH:11]=[CH:12][CH:13]=2)[N:8]=[CH:7][CH:6]=1.[H-].[Na+].C[N:18]([CH:20]=[O:21])[CH3:19], predict the reaction product. (6) Given the reactants O[CH2:2][C:3]([C:5]1C=[CH:9][CH:8]=[CH:7][CH:6]=1)=O.[C:11]([OH:14])(=O)[CH3:12].[CH:15]([NH2:17])=[NH:16].[Na], predict the reaction product. The product is: [N:16]1[CH:2]=[CH:3][C:5]([C:6]2[CH:7]=[CH:8][CH:9]=[CH:12][C:11]=2[OH:14])=[N:17][CH:15]=1. (7) Given the reactants [C:1]([O:4][CH2:5][C:6]1[C:7]([N:15]2[N:24]=[CH:23][C:22]3[C:17](=[C:18]([F:29])[CH:19]=[C:20]([C:25]([CH3:28])([CH3:27])[CH3:26])[CH:21]=3)[C:16]2=[O:30])=[N:8][CH:9]=[CH:10][C:11]=1B(O)O)(=[O:3])[CH3:2].Cl.[NH2:32][CH2:33][CH2:34][O:35][C:36]1[N:41]=[C:40]([NH:42][C:43]2[C:44](=[O:51])[N:45]([CH3:50])[CH:46]=[C:47](Br)[CH:48]=2)[CH:39]=[CH:38][CH:37]=1.[O-]P([O-])([O-])=O.[K+].[K+].[K+], predict the reaction product. The product is: [C:1]([O:4][CH2:5][C:6]1[C:7]([N:15]2[N:24]=[CH:23][C:22]3[C:17](=[C:18]([F:29])[CH:19]=[C:20]([C:25]([CH3:28])([CH3:27])[CH3:26])[CH:21]=3)[C:16]2=[O:30])=[N:8][CH:9]=[CH:10][C:11]=1[C:47]1[CH:48]=[C:43]([NH:42][C:40]2[CH:39]=[CH:38][CH:37]=[C:36]([O:35][CH2:34][CH2:33][NH:32][C:5](=[O:4])[CH:6]=[CH2:11])[N:41]=2)[C:44](=[O:51])[N:45]([CH3:50])[CH:46]=1)(=[O:3])[CH3:2]. (8) The product is: [CH2:36]([O:5][C:4](=[O:6])[C:3]1[CH:7]=[CH:8][C:9]([NH:11][C:12]([C:14]2[CH:22]=[C:21]3[C:17]([CH2:18][CH2:19][N:20]3[S:23]([C:26]3[CH:31]=[CH:30][CH:29]=[C:28]([F:32])[CH:27]=3)(=[O:25])=[O:24])=[C:16]([O:33][CH3:34])[CH:15]=2)=[O:13])=[CH:10][C:2]=1[F:1])[CH3:41]. Given the reactants [F:1][C:2]1[CH:10]=[C:9]([NH:11][C:12]([C:14]2[CH:22]=[C:21]3[C:17]([CH2:18][CH2:19][N:20]3[S:23]([C:26]3[CH:31]=[CH:30][CH:29]=[C:28]([F:32])[CH:27]=3)(=[O:25])=[O:24])=[C:16]([O:33][CH3:34])[CH:15]=2)=[O:13])[CH:8]=[CH:7][C:3]=1[C:4]([OH:6])=[O:5].F[C:36]1C=C(S(Cl)(=O)=O)C=C[CH:41]=1, predict the reaction product. (9) Given the reactants [CH2:1]([O:3][C:4](=[O:15])[CH:5]([CH2:11][CH:12]([CH3:14])[CH3:13])[C:6]([O:8][CH2:9][CH3:10])=[O:7])[CH3:2].[H-].[Na+].C1C(=O)N([Br:25])C(=O)C1, predict the reaction product. The product is: [CH2:1]([O:3][C:4](=[O:15])[C:5]([Br:25])([CH2:11][CH:12]([CH3:13])[CH3:14])[C:6]([O:8][CH2:9][CH3:10])=[O:7])[CH3:2]. (10) Given the reactants [CH:1]1([NH:6][C:7]2[CH:12]=[CH:11][N:10]3[N:13]=[C:14]([C:28]4[CH:33]=[CH:32][C:31]([F:34])=[CH:30][CH:29]=4)[C:15]([C:16]4[CH:21]=[CH:20][N:19]=[C:18]([NH:22][CH:23]5[CH2:27][CH2:26][CH2:25][CH2:24]5)[N:17]=4)=[C:9]3[CH:8]=2)[CH2:5][CH2:4][CH2:3][CH2:2]1.C([Li])CCC.[CH:40]([S:43][S:43][CH:40]([CH3:42])[CH3:41])([CH3:42])[CH3:41], predict the reaction product. The product is: [CH:1]1([NH:6][C:7]2[CH:12]=[C:11]([S:43][CH:40]([CH3:42])[CH3:41])[N:10]3[N:13]=[C:14]([C:28]4[CH:29]=[CH:30][C:31]([F:34])=[CH:32][CH:33]=4)[C:15]([C:16]4[CH:21]=[CH:20][N:19]=[C:18]([NH:22][CH:23]5[CH2:24][CH2:25][CH2:26][CH2:27]5)[N:17]=4)=[C:9]3[CH:8]=2)[CH2:2][CH2:3][CH2:4][CH2:5]1.